Dataset: Catalyst prediction with 721,799 reactions and 888 catalyst types from USPTO. Task: Predict which catalyst facilitates the given reaction. (1) Reactant: [Br:1][C:2]1[CH:3]=[CH:4][C:5](F)=[C:6]([C:8]([C:10]2([OH:18])[CH2:15][CH2:14][CH:13]([O:16][CH3:17])[CH2:12][CH2:11]2)=[O:9])[CH:7]=1.CC(C)([O-])C.[K+]. Product: [Br:1][C:2]1[CH:3]=[CH:4][C:5]2[O:18][C:10]3([CH2:15][CH2:14][CH:13]([O:16][CH3:17])[CH2:12][CH2:11]3)[C:8](=[O:9])[C:6]=2[CH:7]=1. The catalyst class is: 7. (2) Reactant: [N:1]1[CH:6]=[C:5](B(O)O)[CH:4]=[N:3][CH:2]=1.I[C:11]1[C@@:15]2([CH3:30])[CH2:16][CH2:17][C@H:18]3[C@H:27]([C@@H:14]2[CH2:13][CH:12]=1)[CH2:26][CH:25]=[C:24]1[C@:19]3([CH3:29])[CH2:20][CH2:21][C:22](=[O:28])[NH:23]1. Product: [CH3:29][C@@:19]12[C@H:18]3[CH2:17][CH2:16][C@@:15]4([CH3:30])[C@H:14]([C@@H:27]3[CH2:26][CH:25]=[C:24]1[NH:23][C:22](=[O:28])[CH2:21][CH2:20]2)[CH2:13][CH:12]=[C:11]4[C:5]1[CH:6]=[N:1][CH:2]=[N:3][CH:4]=1. The catalyst class is: 75. (3) Reactant: [CH2:1]([O:3][C:4]([C:6]1[C:10]([CH2:11][NH:12][CH2:13][CH2:14][C:15]([O:17][CH2:18][CH3:19])=[O:16])=[C:9]([C:20]2[CH:25]=[CH:24][C:23]([C:26]([F:29])([F:28])[F:27])=[CH:22][CH:21]=2)[N:8]([C:30]2[CH:35]=[CH:34][CH:33]=[CH:32][C:31]=2[Cl:36])[N:7]=1)=[O:5])[CH3:2].C(N(CC)CC)C.[C:44](O[C:44]([O:46][C:47]([CH3:50])([CH3:49])[CH3:48])=[O:45])([O:46][C:47]([CH3:50])([CH3:49])[CH3:48])=[O:45]. Product: [CH2:1]([O:3][C:4]([C:6]1[C:10]([CH2:11][N:12]([C:44]([O:46][C:47]([CH3:50])([CH3:49])[CH3:48])=[O:45])[CH2:13][CH2:14][C:15]([O:17][CH2:18][CH3:19])=[O:16])=[C:9]([C:20]2[CH:25]=[CH:24][C:23]([C:26]([F:29])([F:27])[F:28])=[CH:22][CH:21]=2)[N:8]([C:30]2[CH:35]=[CH:34][CH:33]=[CH:32][C:31]=2[Cl:36])[N:7]=1)=[O:5])[CH3:2]. The catalyst class is: 291. (4) Reactant: [NH2:1][C@@H:2]1[CH2:6][CH2:5][N:4]([C:7]([O:9][C:10]([CH3:13])([CH3:12])[CH3:11])=[O:8])[CH2:3]1.[CH3:14][C:15]([CH3:17])=O.C([BH3-])#N.[Na+].C(O)(=O)C. Product: [C:10]([O:9][C:7]([N:4]1[CH2:5][CH2:6][CH:2]([NH:1][CH:15]([CH3:17])[CH3:14])[CH2:3]1)=[O:8])([CH3:13])([CH3:12])[CH3:11]. The catalyst class is: 5.